The task is: Predict the reactants needed to synthesize the given product.. This data is from Full USPTO retrosynthesis dataset with 1.9M reactions from patents (1976-2016). (1) Given the product [Br:22][CH2:23][CH2:24][CH2:25][O:1][C:2]1[CH:3]=[CH:4][C:5]([C:8]2([C:14]#[N:15])[CH2:13][CH2:12][CH2:11][CH2:10][CH2:9]2)=[CH:6][CH:7]=1, predict the reactants needed to synthesize it. The reactants are: [OH:1][C:2]1[CH:7]=[CH:6][C:5]([C:8]2([C:14]#[N:15])[CH2:13][CH2:12][CH2:11][CH2:10][CH2:9]2)=[CH:4][CH:3]=1.C([O-])([O-])=O.[Cs+].[Cs+].[Br:22][CH2:23][CH2:24][CH2:25]Br. (2) Given the product [CH2:1]([O:3][C:4]([C:6]1[CH:7]=[C:8]([CH2:11][OH:12])[O:9][CH:10]=1)=[O:5])[CH3:2], predict the reactants needed to synthesize it. The reactants are: [CH2:1]([O:3][C:4]([C:6]1[CH:7]=[C:8]([C:11](O)=[O:12])[O:9][CH:10]=1)=[O:5])[CH3:2].C(N(CC)CC)C.ClC(OCC)=O.O.[BH4-].[Na+].Cl. (3) Given the product [C:1]([O:4][C@H:5]1[C@@H:10]([O:11][C:12](=[O:14])[CH3:13])[C@H:9]([O:15][C:16](=[O:18])[CH3:17])[C@@H:8]([O:19]/[C:20](/[C:29]([O:31][CH2:32][CH3:33])=[O:30])=[CH:21]\[C:22]2[CH:27]=[CH:26][CH:25]=[CH:24][CH:23]=2)[O:7][C@H:6]1[CH2:34][O:35][C:36](=[O:38])[CH3:37])(=[O:3])[CH3:2], predict the reactants needed to synthesize it. The reactants are: [C:1]([O:4][C@@H:5]1[C@@H:10]([O:11][C:12](=[O:14])[CH3:13])[C@H:9]([O:15][C:16](=[O:18])[CH3:17])[C@@H:8]([O:19]/[C:20](/[C:29]([O:31][CH2:32][CH3:33])=[O:30])=[CH:21]\[C:22]2[CH:27]=[CH:26][CH:25]=[CH:24][C:23]=2F)[O:7][C@H:6]1[CH2:34][O:35][C:36](=[O:38])[CH3:37])(=[O:3])[CH3:2].C1(CC(=O)C(OCC)=O)C=CC=CC=1.[H-].[Na+].[Br-].C(O[C@@H]1[C@@H](OC(=O)C)[C@@H](OC(=O)C)[C@@H](COC(=O)C)O[C@@H]1O)(=O)C. (4) The reactants are: Br[C:2]1[C:3]2[NH:7][C:6]([C:8](C3C=CC=CC=3)=[C:9]3[N:32]=[C:12]([C:13](Br)=[C:14]4[NH:30][C:17](=[C:18](C5C=CC=CC=5)[C:19]5[CH:20]=[CH:21][C:22]=1[N:23]=5)[CH:16]=[CH:15]4)[CH:11]=[CH:10]3)=[CH:5][CH:4]=2.C[C@@]12C(=O)CC[C@H]1[C@@H]1CCC3C=C(O)C=CC=3[C@H]1CC2.C1C=CC(P(C2C(OC3C(P(C4C=CC=CC=4)C4C=CC=CC=4)=CC=CC=3)=CC=CC=2)C2C=CC=CC=2)=CC=1.C([O-])([O-])=O.[Cs+].[Cs+]. Given the product [C:3]12[CH:2]=[C:22]3[N:23]=[C:19]([CH:20]=[CH:21]3)[CH:18]=[C:17]3[NH:30][C:14]([CH:15]=[CH:16]3)=[CH:13][C:12]3=[N:32][C:9]([CH:10]=[CH:11]3)=[CH:8][C:6]([NH:7]1)=[CH:5][CH:4]=2, predict the reactants needed to synthesize it. (5) Given the product [Br:6][C:7]1[CH:8]=[C:9]([Cl:16])[CH:10]=[C:11]2[C:15]=1[NH:14][CH:13]=[C:12]2[CH:20]=[O:21], predict the reactants needed to synthesize it. The reactants are: P(Cl)(Cl)(Cl)=O.[Br:6][C:7]1[CH:8]=[C:9]([Cl:16])[CH:10]=[C:11]2[C:15]=1[NH:14][CH:13]=[CH:12]2.CN([CH:20]=[O:21])C.